Dataset: Catalyst prediction with 721,799 reactions and 888 catalyst types from USPTO. Task: Predict which catalyst facilitates the given reaction. (1) Reactant: [NH2:1][C:2]1[N:3]([CH2:34][CH3:35])[C:4]2[C:9]([C:10](=[O:25])[C:11]=1[C:12]1[N:13](COCC[Si](C)(C)C)[CH:14]=[CH:15][N:16]=1)=[CH:8][CH:7]=[C:6]([C:26]1[CH:31]=[CH:30][C:29]([OH:32])=[C:28]([Cl:33])[CH:27]=1)[N:5]=2.C(O)(C(F)(F)F)=O.C([O-])(O)=O.[Na+]. Product: [NH2:1][C:2]1[N:3]([CH2:34][CH3:35])[C:4]2[C:9]([C:10](=[O:25])[C:11]=1[C:12]1[NH:13][CH:14]=[CH:15][N:16]=1)=[CH:8][CH:7]=[C:6]([C:26]1[CH:31]=[CH:30][C:29]([OH:32])=[C:28]([Cl:33])[CH:27]=1)[N:5]=2. The catalyst class is: 2. (2) Reactant: [F:1][C:2]1[CH:34]=[CH:33][C:5]([C:6]([C:8]2[CH:32]=[CH:31][C:11]([O:12][CH2:13][CH2:14][CH2:15][C:16]#[C:17][C:18]3[CH:23]=[CH:22][C:21]([CH2:24][C@H:25]([O:29][CH3:30])[C:26]([OH:28])=[O:27])=[CH:20][CH:19]=3)=[CH:10][CH:9]=2)=O)=[CH:4][CH:3]=1.[NH2:35][OH:36]. Product: [F:1][C:2]1[CH:34]=[CH:33][C:5]([C:6](=[N:35][OH:36])[C:8]2[CH:32]=[CH:31][C:11]([O:12][CH2:13][CH2:14][CH2:15][C:16]#[C:17][C:18]3[CH:23]=[CH:22][C:21]([CH2:24][C@H:25]([O:29][CH3:30])[C:26]([OH:28])=[O:27])=[CH:20][CH:19]=3)=[CH:10][CH:9]=2)=[CH:4][CH:3]=1. The catalyst class is: 8. (3) Reactant: [CH2:1]([O:3][C:4]([C:6]1[CH:7]=[C:8]2[C:13](=[CH:14][CH:15]=1)[NH:12][CH:11]([C:16]1[CH:21]=[CH:20][CH:19]=[C:18]([NH2:22])[CH:17]=1)[C:10]([CH3:24])([CH3:23])[CH2:9]2)=[O:5])[CH3:2].N1C=CC=CC=1.[N:31]1([C:37](Cl)=[O:38])[CH2:36][CH2:35][CH2:34][CH2:33][CH2:32]1. Product: [CH2:1]([O:3][C:4]([C:6]1[CH:7]=[C:8]2[C:13](=[CH:14][CH:15]=1)[NH:12][CH:11]([C:16]1[CH:21]=[CH:20][CH:19]=[C:18]([NH:22][C:37]([N:31]3[CH2:36][CH2:35][CH2:34][CH2:33][CH2:32]3)=[O:38])[CH:17]=1)[C:10]([CH3:23])([CH3:24])[CH2:9]2)=[O:5])[CH3:2]. The catalyst class is: 4. (4) Reactant: Cl.Cl[C:3]1[N:8]=[C:7]([NH:9][CH:10]2[CH2:15][C:14]([CH3:17])([CH3:16])[NH:13][C:12]([CH3:19])([CH3:18])[CH2:11]2)[C:6]([F:20])=[CH:5][N:4]=1.[F:21][C:22]1[CH:27]=[CH:26][C:25]([N:28]2[CH:32]=[N:31][N:30]=[N:29]2)=[CH:24][C:23]=1[NH2:33].[C:34](O)(C(F)(F)F)=[O:35].N1C=CC=NC=1. Product: [NH3:4].[CH3:34][OH:35].[F:20][C:6]1[C:7]([NH:9][CH:10]2[CH2:15][C:14]([CH3:17])([CH3:16])[NH:13][C:12]([CH3:19])([CH3:18])[CH2:11]2)=[N:8][C:3]([NH:33][C:23]2[CH:24]=[C:25]([N:28]3[CH:32]=[N:31][N:30]=[N:29]3)[CH:26]=[CH:27][C:22]=2[F:21])=[N:4][CH:5]=1. The catalyst class is: 41. (5) Reactant: [F:1][C:2]([F:17])([F:16])[C:3]([C:9]1[CH:14]=[CH:13][C:12]([CH3:15])=[CH:11][CH:10]=1)([OH:8])[C:4]([F:7])([F:6])[F:5].[Br:18]N1C(=O)CCC1=O. Product: [Br:18][CH2:15][C:12]1[CH:13]=[CH:14][C:9]([C:3]([OH:8])([C:4]([F:6])([F:5])[F:7])[C:2]([F:16])([F:17])[F:1])=[CH:10][CH:11]=1. The catalyst class is: 734.